The task is: Predict the reaction yield, written as a fraction of the theoretical maximum amount of product (1.0 means a 100% yield; for example, 0.34 means a 34% yield).. This data is from Reaction yield outcomes from USPTO patents with 853,638 reactions. The reactants are C(OC(=O)[NH:7][C:8]1[CH:13]=[CH:12][CH:11]=[CH:10][C:9]=1[C:14]1[CH:19]=[C:18]([NH:20][N:21]=[C:22]([C:24]2[CH:29]=[CH:28][C:27]([N:30]([CH3:32])[CH3:31])=[CH:26][CH:25]=2)[CH3:23])[N:17]=[C:16]([CH3:33])[N:15]=1)(C)(C)C. The catalyst is FC(F)(F)C(O)=O.ClCCl. The product is [NH2:7][C:8]1[CH:13]=[CH:12][CH:11]=[CH:10][C:9]=1[C:14]1[N:15]=[C:16]([CH3:33])[N:17]=[C:18]([NH:20][N:21]=[C:22]([C:24]2[CH:25]=[CH:26][C:27]([N:30]([CH3:32])[CH3:31])=[CH:28][CH:29]=2)[CH3:23])[CH:19]=1. The yield is 0.600.